From a dataset of Forward reaction prediction with 1.9M reactions from USPTO patents (1976-2016). Predict the product of the given reaction. (1) Given the reactants [CH3:1][C:2]1[O:6][N:5]=[C:4]([C:7]2[CH:12]=[CH:11][N:10]=[CH:9][N:8]=2)[C:3]=1[CH2:13][O:14][C:15]1[N:20]=[N:19][C:18]([C:21]([OH:23])=O)=[CH:17][CH:16]=1.[NH2:24][C:25]([CH3:29])([CH3:28])[CH2:26][OH:27], predict the reaction product. The product is: [OH:27][CH2:26][C:25]([NH:24][C:21]([C:18]1[N:19]=[N:20][C:15]([O:14][CH2:13][C:3]2[C:4]([C:7]3[CH:12]=[CH:11][N:10]=[CH:9][N:8]=3)=[N:5][O:6][C:2]=2[CH3:1])=[CH:16][CH:17]=1)=[O:23])([CH3:29])[CH3:28]. (2) Given the reactants [Cl:1][C:2]1[CH:3]=[CH:4][C:5]2[S:6][CH2:7][C:8](=[O:12])[NH:9][C:10]=2[N:11]=1.C([O-])([O-])=O.[Cs+].[Cs+].[CH2:19](Cl)[C:20]1[CH:27]=[CH:26][C:23]([O:24][CH3:25])=[CH:22][CH:21]=1, predict the reaction product. The product is: [Cl:1][C:2]1[CH:3]=[CH:4][C:5]2[S:6][CH2:7][C:8](=[O:12])[N:9]([CH2:19][C:20]3[CH:27]=[CH:26][C:23]([O:24][CH3:25])=[CH:22][CH:21]=3)[C:10]=2[N:11]=1. (3) Given the reactants Cl.C[O:3][C:4](=[O:39])[C:5]1[CH:10]=[CH:9][C:8]([CH2:11][O:12][C:13]2[CH:18]=[CH:17][C:16]([CH2:19][C@H:20]([NH2:38])[C:21]3[N:22]([CH2:34][CH2:35][CH2:36][CH3:37])[CH:23]=[C:24]([C:26]4[CH:31]=[CH:30][C:29]([Cl:32])=[CH:28][C:27]=4[Cl:33])[N:25]=3)=[CH:15][CH:14]=2)=[CH:7][CH:6]=1.[F:40][C:41]1[CH:42]=[C:43]([CH:47]=[CH:48][C:49]=1[F:50])[C:44](O)=[O:45], predict the reaction product. The product is: [CH2:34]([N:22]1[CH:23]=[C:24]([C:26]2[CH:31]=[CH:30][C:29]([Cl:32])=[CH:28][C:27]=2[Cl:33])[N:25]=[C:21]1[C@@H:20]([NH:38][C:44](=[O:45])[C:43]1[CH:47]=[CH:48][C:49]([F:50])=[C:41]([F:40])[CH:42]=1)[CH2:19][C:16]1[CH:17]=[CH:18][C:13]([O:12][CH2:11][C:8]2[CH:9]=[CH:10][C:5]([C:4]([OH:3])=[O:39])=[CH:6][CH:7]=2)=[CH:14][CH:15]=1)[CH2:35][CH2:36][CH3:37]. (4) Given the reactants [CH:1]([C:4]1([CH2:9][CH2:10][OH:11])[O:8][CH2:7][CH2:6][O:5]1)([CH3:3])[CH3:2].C(N(CC)CC)C.[CH3:19][S:20](Cl)(=[O:22])=[O:21], predict the reaction product. The product is: [CH:1]([C:4]1([CH2:9][CH2:10][O:11][S:20]([CH3:19])(=[O:22])=[O:21])[O:8][CH2:7][CH2:6][O:5]1)([CH3:3])[CH3:2]. (5) Given the reactants [N:1]1[CH:6]=[CH:5][C:4]([C:7]2[CH:8]=[C:9]([CH:12]=[CH:13][CH:14]=2)[CH:10]=O)=[CH:3][CH:2]=1.[NH2:15][C:16]1[CH:21]=[CH:20][CH:19]=[CH:18][CH:17]=1.[BH3-]C#N.[Na+], predict the reaction product. The product is: [N:1]1[CH:6]=[CH:5][C:4]([C:7]2[CH:8]=[C:9]([CH:12]=[CH:13][CH:14]=2)[CH2:10][NH:15][C:16]2[CH:21]=[CH:20][CH:19]=[CH:18][CH:17]=2)=[CH:3][CH:2]=1. (6) Given the reactants [CH2:1]([OH:12])[C@H:2]1[O:8][C:6](=[O:7])[C@H:5]([OH:9])[C@@H:4]([OH:10])[C@@H:3]1[OH:11].[NH2:13][CH2:14][CH2:15][CH2:16][Si:17]([O:24][CH2:25][CH3:26])([O:21][CH2:22][CH3:23])[O:18][CH2:19][CH3:20], predict the reaction product. The product is: [CH2:22]([O:21][Si:17]([O:24][CH2:25][CH3:26])([O:18][CH2:19][CH3:20])[CH2:16][CH2:15][CH2:14][NH:13][C:6]([C@@H:5]([C@H:4]([C@@H:3]([C@@H:2]([CH2:1][OH:12])[OH:8])[OH:11])[OH:10])[OH:9])=[O:7])[CH3:23]. (7) Given the reactants [C:1]([O:5][C:6](=[O:22])[NH:7][C:8]1[CH:13]=[C:12]([O:14][CH2:15][CH3:16])[C:11]([C:17]([F:20])([F:19])[F:18])=[CH:10][C:9]=1[NH2:21])([CH3:4])([CH3:3])[CH3:2].CC1(C)[O:29][C:28](=O)[CH:27]=[C:26]([C:31]2[CH:36]=[CH:35][CH:34]=[C:33]([N:37]3[CH:41]=[CH:40][N:39]=[N:38]3)[CH:32]=2)[O:25]1, predict the reaction product. The product is: [C:1]([O:5][C:6](=[O:22])[NH:7][C:8]1[CH:13]=[C:12]([O:14][CH2:15][CH3:16])[C:11]([C:17]([F:20])([F:19])[F:18])=[CH:10][C:9]=1[NH:21][C:28](=[O:29])[CH2:27][C:26](=[O:25])[C:31]1[CH:36]=[CH:35][CH:34]=[C:33]([N:37]2[CH:41]=[CH:40][N:39]=[N:38]2)[CH:32]=1)([CH3:2])([CH3:3])[CH3:4]. (8) The product is: [Br:13][C:14]1[CH:20]=[C:19]([Br:21])[CH:18]=[CH:17][C:15]=1[C:4]#[N:5]. Given the reactants [Cu]([C:4]#[N:5])C#N.C(ON=O)(C)(C)C.[Br:13][C:14]1[CH:20]=[C:19]([Br:21])[CH:18]=[CH:17][C:15]=1N.Cl, predict the reaction product.